Task: Predict which catalyst facilitates the given reaction.. Dataset: Catalyst prediction with 721,799 reactions and 888 catalyst types from USPTO (1) Reactant: [CH3:1][C@@H:2]1[O:7][C@@H:6]([O:8][C@@H:9]2[C:14]3=[C:15]([OH:32])[C:16]4[C:28](=[O:29])[C:27]5[C:22](=[CH:23][CH:24]=[CH:25][C:26]=5[O:30][CH3:31])[C:20](=[O:21])[C:17]=4[C:18]([OH:19])=[C:13]3[CH2:12][C@@:11]([OH:37])([C:33]([CH2:35][OH:36])=[O:34])[CH2:10]2)[CH2:5][C@H:4]([NH2:38])[C@@H:3]1[OH:39].Cl. Product: [CH3:1][C@@H:2]1[O:7][C@@H:6]([O:8][C@@H:9]2[C:14]3=[C:15]([OH:32])[C:16]4[C:28](=[O:29])[C:27]5[C:22](=[CH:23][CH:24]=[CH:25][C:26]=5[O:30][CH3:31])[C:20](=[O:21])[C:17]=4[C:18]([OH:19])=[C:13]3[CH2:12][C@@:11]([OH:37])([C:33]([CH2:35][OH:36])=[O:34])[CH2:10]2)[CH2:5][C@H:4]([NH2:38])[C@@H:3]1[OH:39]. The catalyst class is: 4. (2) Reactant: O1CCCC1.[OH-].[Na+].[NH2:8][C:9]1[C:14]([C:15]2[O:19][N:18]=[C:17]([CH2:20][C:21]3[CH:26]=[CH:25][C:24]([OH:27])=[CH:23][CH:22]=3)[CH:16]=2)=[CH:13][CH:12]=[CH:11][N:10]=1.[Cl:28][C:29]1[CH:34]=[CH:33][N:32]=[C:31]([CH2:35]Cl)[CH:30]=1. Product: [Cl:28][C:29]1[CH:34]=[CH:33][N:32]=[C:31]([CH2:35][O:27][C:24]2[CH:25]=[CH:26][C:21]([CH2:20][C:17]3[CH:16]=[C:15]([C:14]4[C:9]([NH2:8])=[N:10][CH:11]=[CH:12][CH:13]=4)[O:19][N:18]=3)=[CH:22][CH:23]=2)[CH:30]=1. The catalyst class is: 9. (3) Product: [F:18][C:11]1[S:10][C:9]([NH:8][C:6](=[O:7])[O:5][C:1]([CH3:4])([CH3:3])[CH3:2])=[N:13][CH:12]=1. Reactant: [C:1]([O:5][C:6]([NH:8][C:9]1[S:10][C:11](C(O)=O)=[CH:12][N:13]=1)=[O:7])([CH3:4])([CH3:3])[CH3:2].[B-](F)(F)(F)[F:18].[B-](F)(F)(F)F.C1[N+]2(CCl)CC[N+](F)(CC2)C1.P([O-])([O-])([O-])=O.[K+].[K+].[K+]. The catalyst class is: 6.